Task: Predict the reactants needed to synthesize the given product.. Dataset: Full USPTO retrosynthesis dataset with 1.9M reactions from patents (1976-2016) (1) The reactants are: [NH2:1][CH2:2][CH:3]([OH:19])[CH2:4][O:5][C:6]1[C:18]2[C:17]3[C:12](=[CH:13][CH:14]=[CH:15][CH:16]=3)[NH:11][C:10]=2[CH:9]=[CH:8][CH:7]=1.[CH2:20]([NH:24][S:25]([C:28]1[CH:33]=[CH:32][C:31]([N:34]2[CH2:39][CH2:38][C:37](=O)[CH2:36][CH2:35]2)=[CH:30][CH:29]=1)(=[O:27])=[O:26])[CH2:21][CH2:22][CH3:23]. Given the product [CH2:20]([NH:24][S:25]([C:28]1[CH:33]=[CH:32][C:31]([N:34]2[CH2:39][CH2:38][CH:37]([NH:1][CH2:2][C@H:3]([OH:19])[CH2:4][O:5][C:6]3[C:18]4[C:17]5[C:12](=[CH:13][CH:14]=[CH:15][CH:16]=5)[NH:11][C:10]=4[CH:9]=[CH:8][CH:7]=3)[CH2:36][CH2:35]2)=[CH:30][CH:29]=1)(=[O:26])=[O:27])[CH2:21][CH2:22][CH3:23], predict the reactants needed to synthesize it. (2) Given the product [CH3:15][N:13]1[CH2:12][C:11]2([CH2:10][C:9](=[O:20])[C:8]3[C:17](=[CH:18][CH:19]=[C:6](/[CH:5]=[CH:4]/[C:3]([OH:21])=[O:2])[CH:7]=3)[O:16]2)[CH2:14]1, predict the reactants needed to synthesize it. The reactants are: C[O:2][C:3](=[O:21])/[CH:4]=[CH:5]/[C:6]1[CH:7]=[C:8]2[C:17](=[CH:18][CH:19]=1)[O:16][C:11]1([CH2:14][N:13]([CH3:15])[CH2:12]1)[CH2:10][C:9]2=[O:20].Cl. (3) Given the product [Cl-:1].[CH3:37][O:36][C:34]([C:33]1[CH:38]=[CH:39][CH:40]=[CH:41][C:32]=1[NH:31][CH:19]([C:16]1[CH:17]=[N:18][C:13]([O:12][CH3:11])=[CH:14][CH:15]=1)[C:20]([O:21][C@@H:22]1[CH:27]2[CH2:26][CH2:25][N+:24]([CH2:2][C:3](=[O:4])[C:5]3[CH:10]=[CH:9][CH:8]=[CH:7][CH:6]=3)([CH2:29][CH2:28]2)[CH2:23]1)=[O:30])=[O:35], predict the reactants needed to synthesize it. The reactants are: [Cl:1][CH2:2][C:3]([C:5]1[CH:10]=[CH:9][CH:8]=[CH:7][CH:6]=1)=[O:4].[CH3:11][O:12][C:13]1[N:18]=[CH:17][C:16]([CH:19]([NH:31][C:32]2[CH:41]=[CH:40][CH:39]=[CH:38][C:33]=2[C:34]([O:36][CH3:37])=[O:35])[C:20](=[O:30])[O:21][C@@H:22]2[CH:27]3[CH2:28][CH2:29][N:24]([CH2:25][CH2:26]3)[CH2:23]2)=[CH:15][CH:14]=1.CC#N.O.C(Cl)Cl.CO. (4) Given the product [C:1]([O:5][C:6]([N:8]1[CH2:13][CH2:12][N:11]([C:14]2[C:19]([CH3:20])=[CH:18][C:17]([CH3:22])=[CH:16][N:15]=2)[CH2:10][CH2:9]1)=[O:7])([CH3:4])([CH3:3])[CH3:2], predict the reactants needed to synthesize it. The reactants are: [C:1]([O:5][C:6]([N:8]1[CH2:13][CH2:12][N:11]([C:14]2[C:19]([CH3:20])=[CH:18][C:17](Br)=[CH:16][N:15]=2)[CH2:10][CH2:9]1)=[O:7])([CH3:4])([CH3:3])[CH3:2].[CH3:22]B(O)O.[F-].[K+].O1CCCC1. (5) Given the product [CH3:1][O:2][C:3]1[CH:8]=[CH:7][C:6](/[CH:9]=[CH:10]/[C:11]([O:13][CH3:21])=[O:12])=[C:5]([N+:14]([O-:16])=[O:15])[CH:4]=1, predict the reactants needed to synthesize it. The reactants are: [CH3:1][O:2][C:3]1[CH:8]=[CH:7][C:6](/[CH:9]=[CH:10]/[C:11]([OH:13])=[O:12])=[C:5]([N+:14]([O-:16])=[O:15])[CH:4]=1.S(Cl)(Cl)=O.[CH3:21]O. (6) The reactants are: [F:1][C:2]1[CH:34]=[CH:33][CH:32]=[CH:31][C:3]=1[CH2:4][NH:5][C:6]1[C:7]([NH2:30])=[N:8][C:9]([C:13]2[C:21]3[C:16](=[N:17][CH:18]=[CH:19][CH:20]=3)[N:15]([CH2:22][C:23]3[CH:28]=[CH:27][CH:26]=[CH:25][C:24]=3[F:29])[N:14]=2)=[N:10][C:11]=1[NH2:12].C1N=CN([C:40](N2C=NC=C2)=[O:41])C=1.C(N(CC)CC)C. Given the product [NH2:30][C:7]1[N:8]=[C:9]([C:13]2[C:21]3[C:16](=[N:17][CH:18]=[CH:19][CH:20]=3)[N:15]([CH2:22][C:23]3[CH:28]=[CH:27][CH:26]=[CH:25][C:24]=3[F:29])[N:14]=2)[N:10]=[C:11]2[C:6]=1[N:5]([CH2:4][C:3]1[CH:31]=[CH:32][CH:33]=[CH:34][C:2]=1[F:1])[C:40](=[O:41])[NH:12]2, predict the reactants needed to synthesize it. (7) Given the product [CH:46]1([NH:49][C:52]([C:32]2[CH:31]=[C:30]([NH:26][C:15]([C:13]3[CH:14]=[C:9]4[CH:8]=[C:7]([C:1]5[CH:2]=[CH:3][CH:4]=[CH:5][CH:6]=5)[NH:18][C:10]4=[N:11][CH:12]=3)=[O:17])[CH:29]=[CH:34][CH:33]=2)=[O:53])[CH2:48][CH2:47]1, predict the reactants needed to synthesize it. The reactants are: [C:1]1([C:7]2[NH:18][C:10]3=[N:11][CH:12]=[C:13]([C:15]([OH:17])=O)[CH:14]=[C:9]3[CH:8]=2)[CH:6]=[CH:5][CH:4]=[CH:3][CH:2]=1.F[P-](F)(F)(F)(F)F.[N:26]1(O[P+](N(C)C)(N(C)C)N(C)C)[C:30]2[CH:31]=[CH:32][CH:33]=[CH:34][C:29]=2N=N1.[CH:46]1([NH2:49])[CH2:48][CH2:47]1.CN(C)[CH:52]=[O:53]. (8) Given the product [C:1]([O:5][C:6]([NH:8][NH:9][CH:10]([CH2:15][CH3:16])[C:11]([CH3:14])([CH3:13])[CH3:12])=[O:7])([CH3:4])([CH3:3])[CH3:2], predict the reactants needed to synthesize it. The reactants are: [C:1]([O:5][C:6]([NH:8][N:9]=[C:10]([CH2:15][CH3:16])[C:11]([CH3:14])([CH3:13])[CH3:12])=[O:7])([CH3:4])([CH3:3])[CH3:2].II.